From a dataset of Forward reaction prediction with 1.9M reactions from USPTO patents (1976-2016). Predict the product of the given reaction. (1) The product is: [F:18][C:15]1[CH:16]=[CH:17][C:12]([O:11][C:6]2[CH:5]=[CH:4][C:3]([CH2:2][S:38][C:35]3[NH:36][CH:37]=[C:32]([CH2:31][C:28]4[CH:29]=[N:30][C:25]([O:24][CH3:23])=[N:26][CH:27]=4)[C:33](=[O:39])[N:34]=3)=[CH:10][C:7]=2[C:8]#[N:9])=[CH:13][C:14]=1[C:19]([F:22])([F:21])[F:20]. Given the reactants Cl[CH2:2][C:3]1[CH:4]=[CH:5][C:6]([O:11][C:12]2[CH:17]=[CH:16][C:15]([F:18])=[C:14]([C:19]([F:22])([F:21])[F:20])[CH:13]=2)=[C:7]([CH:10]=1)[C:8]#[N:9].[CH3:23][O:24][C:25]1[N:30]=[CH:29][C:28]([CH2:31][C:32]2[C:33](=[O:39])[NH:34][C:35](=[S:38])[NH:36][CH:37]=2)=[CH:27][N:26]=1.C([O-])([O-])=O.[K+].[K+], predict the reaction product. (2) Given the reactants [Cl:1]N1C(=O)CCC1=O.[N:9]1([C:16]([C:18]2[CH:22]=[C:21]([CH:23]3[CH2:28][CH2:27][O:26][CH2:25][CH2:24]3)[S:20][CH:19]=2)=[O:17])[CH2:15][CH2:14][CH2:13][CH2:12][CH2:11][CH2:10]1, predict the reaction product. The product is: [N:9]1([C:16]([C:18]2[CH:22]=[C:21]([CH:23]3[CH2:24][CH2:25][O:26][CH2:27][CH2:28]3)[S:20][C:19]=2[Cl:1])=[O:17])[CH2:10][CH2:11][CH2:12][CH2:13][CH2:14][CH2:15]1.